From a dataset of Full USPTO retrosynthesis dataset with 1.9M reactions from patents (1976-2016). Predict the reactants needed to synthesize the given product. Given the product [Cl:1][C:2]1[CH:3]=[C:4]([C:9]2[O:10][C:11]([C:23]([N:25]3[CH2:29][C:28](=[O:30])[NH:27][CH2:26]3)=[O:24])=[CH:12][C:13]=2[C:14]2[CH:15]=[C:16]([C:21]#[N:22])[CH:17]=[C:18]([F:20])[CH:19]=2)[CH:5]=[CH:6][CH:7]=1, predict the reactants needed to synthesize it. The reactants are: [Cl:1][C:2]1[CH:3]=[C:4]([C:9]2[O:10][C:11]([C:23]([N:25]3[CH2:29][C:28](=[O:30])[NH:27][CH2:26]3)=[O:24])=[CH:12][C:13]=2[C:14]2[CH:15]=[C:16]([C:21]#[N:22])[CH:17]=[C:18]([F:20])[CH:19]=2)[CH:5]=[CH:6][C:7]=1F.ClC1C=C(C2OC(C(OCC)=O)=CC=2C2C=C(F)C=C(C#N)C=2)C=CC=1.